Dataset: Catalyst prediction with 721,799 reactions and 888 catalyst types from USPTO. Task: Predict which catalyst facilitates the given reaction. (1) Reactant: [CH3:1][C:2]1[O:6][N:5]=[C:4]([NH2:7])[CH:3]=1.[C:8](Cl)(=[O:19])[O:9][C:10]1[CH:15]=[CH:14][C:13]([N+:16]([O-:18])=[O:17])=[CH:12][CH:11]=1. Product: [CH3:1][C:2]1[O:6][N:5]=[C:4]([NH:7][C:8](=[O:19])[O:9][C:10]2[CH:11]=[CH:12][C:13]([N+:16]([O-:18])=[O:17])=[CH:14][CH:15]=2)[CH:3]=1. The catalyst class is: 1. (2) Reactant: C[CH:2]1[CH2:9][CH:8]2[CH:6]([O:7]2)[CH2:5][N:4]([S:10]([C:13]2[CH:18]=[CH:17][CH:16]=[CH:15][N:14]=2)(=[O:12])=[O:11])[CH2:3]1.[N-:19]=[N+:20]=[N-:21].[Na+].[NH4+].[Cl-].[CH3:25]O. Product: [N:19]([CH:8]1[CH:9]([CH3:25])[CH2:2][CH2:3][N:4]([S:10]([C:13]2[CH:18]=[CH:17][CH:16]=[CH:15][N:14]=2)(=[O:11])=[O:12])[CH2:5][CH:6]1[OH:7])=[N+:20]=[N-:21]. The catalyst class is: 6. (3) Reactant: CO[C:3]([C:5]1[N:6]=[C:7]2[C:15]([C:16]#[N:17])=[CH:14][NH:13][N:8]2[C:9](=[O:12])[C:10]=1[OH:11])=[O:4].[F:18][C:19]1[CH:26]=[CH:25][C:22]([CH2:23][NH2:24])=[CH:21][CH:20]=1. Product: [F:18][C:19]1[CH:26]=[CH:25][C:22]([CH2:23][NH2:24])=[CH:21][CH:20]=1.[F:18][C:19]1[CH:26]=[CH:25][C:22]([CH2:23][NH:24][C:3]([C:5]2[N:6]=[C:7]3[C:15]([C:16]#[N:17])=[CH:14][NH:13][N:8]3[C:9](=[O:12])[C:10]=2[OH:11])=[O:4])=[CH:21][CH:20]=1. The catalyst class is: 5. (4) Reactant: N[C@@H](C[S:6][CH2:7][CH:8]1[CH2:10][CH2:9]1)CO.CN1CCOCC1.FC(F)(F)C(OS(C(F)(F)F)(=O)=O)C1C=CC=CC=1.C1C(C[C@:41]([NH:46][CH:47]([C:52]2[CH:57]=[CH:56][CH:55]=[CH:54][CH:53]=2)[C:48]([F:51])([F:50])[F:49])([CH3:45])[CH:42](S)[OH:43])C1. Product: [CH2:9]1[CH:8]([CH2:7][S:6][C@:41]([NH:46][CH:47]([C:52]2[CH:53]=[CH:54][CH:55]=[CH:56][CH:57]=2)[C:48]([F:49])([F:50])[F:51])([CH3:45])[CH2:42][OH:43])[CH2:10]1. The catalyst class is: 1. (5) Reactant: [Cl:1][C:2]1[C:3]2[CH:10]=[CH:9][S:8][C:4]=2[N:5]=[CH:6][N:7]=1.[Br:11][C:12]1[CH:13]=[C:14]([CH:16]=[CH:17][CH:18]=1)[NH2:15]. Product: [ClH:1].[Br:11][C:12]1[CH:13]=[C:14]([CH:16]=[CH:17][CH:18]=1)[NH:15][C:2]1[C:3]2[CH:10]=[CH:9][S:8][C:4]=2[N:5]=[CH:6][N:7]=1. The catalyst class is: 141. (6) Reactant: Br[CH2:2][C:3]1[C:8]([Cl:9])=[CH:7][CH:6]=[CH:5][C:4]=1[N:10]1[C:14](=[O:15])[N:13]([CH3:16])[N:12]=[N:11]1.[F:17][C:18]1[CH:23]=[CH:22][C:21]([N:24]2[CH:28]=[CH:27][C:26]([OH:29])=[N:25]2)=[CH:20][CH:19]=1.C(=O)([O-])[O-].[K+].[K+].C(#N)C. Product: [F:17][C:18]1[CH:19]=[CH:20][C:21]([N:24]2[CH:28]=[CH:27][C:26]([O:29][CH2:2][C:3]3[C:8]([Cl:9])=[CH:7][CH:6]=[CH:5][C:4]=3[N:10]3[C:14](=[O:15])[N:13]([CH3:16])[N:12]=[N:11]3)=[N:25]2)=[CH:22][CH:23]=1. The catalyst class is: 6. (7) Reactant: O.[CH3:2][N:3]1[N:12]=[N:11][C:10]2[N:6]([CH:7]=[N:8][C:9]=2[C:13]([NH2:15])=[O:14])[C:4]1=[O:5].Cl. Product: [CH3:2][N:3]1[N:12]=[N:11][C:10]2[N:6]([CH:7]=[N:8][C:9]=2[C:13]([NH2:15])=[O:14])[C:4]1=[O:5]. The catalyst class is: 10.